This data is from Full USPTO retrosynthesis dataset with 1.9M reactions from patents (1976-2016). The task is: Predict the reactants needed to synthesize the given product. (1) Given the product [CH3:32][C:31]1[CH:35]=[C:34]([CH:33]=[C:29]([CH3:28])[C:30]=1[B:50]1[O:51][C:52]([CH3:57])([CH3:58])[C:53]([CH3:55])([CH3:56])[O:54]1)[O:36][CH2:37][CH2:49][CH:48]([CH3:40])[CH2:6][OH:12], predict the reactants needed to synthesize it. The reactants are: BrC1C=CC(F)=C2C=1CC[C@H:6]2[O:12]C1C=CC2[C@H](CC(O)=O)COC=2C=1.FC1[CH:28]=[CH:29][C:30]([B:50]2[O:54][C:53]([CH3:56])([CH3:55])[C:52]([CH3:58])([CH3:57])[O:51]2)=[C:31]2[C:35]=1[C@H:34]([O:36][C:37]1[CH:49]=[CH:48][C:40]3[C@H](CC(O)=O)COC=3C=1)[CH2:33][CH2:32]2.B(O)O. (2) The reactants are: ClS(C1C=CC(C(O)=O)=CC=1)(=O)=O.[Cl:14][C:15]1[CH:21]=[CH:20][C:18]([NH2:19])=[CH:17][C:16]=1[C:22]1[CH:27]=[CH:26][CH:25]=[CH:24][N:23]=1.[F:28][C:29]([F:45])([F:44])[CH2:30][NH:31][S:32]([C:35]1[CH:43]=[CH:42][C:38]([C:39](O)=[O:40])=[CH:37][CH:36]=1)(=[O:34])=[O:33]. Given the product [Cl:14][C:15]1[CH:21]=[CH:20][C:18]([NH:19][C:39](=[O:40])[C:38]2[CH:42]=[CH:43][C:35]([S:32](=[O:33])(=[O:34])[NH:31][CH2:30][C:29]([F:28])([F:44])[F:45])=[CH:36][CH:37]=2)=[CH:17][C:16]=1[C:22]1[CH:27]=[CH:26][CH:25]=[CH:24][N:23]=1, predict the reactants needed to synthesize it. (3) Given the product [O:1]=[C:2]1[CH2:8][CH2:7][O:6][C@H:5]([C:9]([O:11][CH3:12])=[O:10])[CH2:4][N:3]1[C:13]([O:15][C:16]([CH3:19])([CH3:18])[CH3:17])=[O:14], predict the reactants needed to synthesize it. The reactants are: [O:1]=[C:2]1[CH2:8][CH2:7][O:6][C@H:5]([C:9]([O:11][CH3:12])=[O:10])[CH2:4][NH:3]1.[C:13](O[C:13]([O:15][C:16]([CH3:19])([CH3:18])[CH3:17])=[O:14])([O:15][C:16]([CH3:19])([CH3:18])[CH3:17])=[O:14]. (4) Given the product [Cl:1][C:2]1[N:6]([CH2:19][CH2:18][O:20][CH2:21][CH3:22])[C:5]2[CH:7]=[CH:8][CH:9]=[CH:10][C:4]=2[N:3]=1, predict the reactants needed to synthesize it. The reactants are: [Cl:1][C:2]1[NH:6][C:5]2[CH:7]=[CH:8][CH:9]=[CH:10][C:4]=2[N:3]=1.CN(C)C=O.[H-].[Na+].[CH2:18]([O:20][CH2:21][CH2:22]Cl)[CH3:19]. (5) Given the product [C:13]([N:6]1[C:7]2[C:12](=[CH:11][CH:10]=[CH:9][CH:8]=2)[C:4]([NH:1][C:16](=[O:17])[O:18][C:19]([CH3:22])([CH3:21])[CH3:20])=[CH:5]1)(=[O:15])[CH3:14], predict the reactants needed to synthesize it. The reactants are: [N+:1]([C:4]1[C:12]2[C:7](=[CH:8][CH:9]=[CH:10][CH:11]=2)[N:6]([C:13](=[O:15])[CH3:14])[CH:5]=1)([O-])=O.[C:16](O[C:16]([O:18][C:19]([CH3:22])([CH3:21])[CH3:20])=[O:17])([O:18][C:19]([CH3:22])([CH3:21])[CH3:20])=[O:17]. (6) Given the product [CH2:1]([O:3][C:4]([C:6]1[N:7]=[C:8]([C:11]2[CH:16]=[CH:15][CH:14]=[CH:13][CH:12]=2)[O:9][C:10]=1[Cl:17])=[O:5])[CH3:2], predict the reactants needed to synthesize it. The reactants are: [CH2:1]([O:3][C:4]([C:6]1[N:7]=[C:8]([C:11]2[CH:16]=[CH:15][CH:14]=[CH:13][CH:12]=2)[O:9][CH:10]=1)=[O:5])[CH3:2].[Cl:17]N1C(=O)CCC1=O.